Dataset: Reaction yield outcomes from USPTO patents with 853,638 reactions. Task: Predict the reaction yield, written as a fraction of the theoretical maximum amount of product (1.0 means a 100% yield; for example, 0.34 means a 34% yield). (1) The reactants are [F:1][C:2]1[CH:13]=[CH:12][C:5]2[NH:6][C:7](=[O:11])[O:8][C:9](=[O:10])[C:4]=2[CH:3]=1.[H-].[Na+].[CH2:16](Br)[C:17]1[CH:22]=[CH:21][CH:20]=[CH:19][CH:18]=1. The catalyst is CN(C=O)C. The product is [CH2:16]([N:6]1[C:5]2[CH:12]=[CH:13][C:2]([F:1])=[CH:3][C:4]=2[C:9](=[O:10])[O:8][C:7]1=[O:11])[C:17]1[CH:22]=[CH:21][CH:20]=[CH:19][CH:18]=1. The yield is 0.420. (2) The reactants are Cl[CH2:2][C:3]1[N:7]=[C:6]([C:8]2[CH:13]=[CH:12][CH:11]=[C:10]([O:14][CH3:15])[CH:9]=2)[O:5][N:4]=1.C(=O)([O-])[O-].[K+].[K+].[CH3:22][N:23]1[C:27]([C:28]2[S:29][CH:30]=[CH:31][CH:32]=2)=[N:26][N:25]=[C:24]1[SH:33]. The catalyst is C(#N)C. The product is [CH3:15][O:14][C:10]1[CH:9]=[C:8]([C:6]2[O:5][N:4]=[C:3]([CH2:2][S:33][C:24]3[N:23]([CH3:22])[C:27]([C:28]4[S:29][CH:30]=[CH:31][CH:32]=4)=[N:26][N:25]=3)[N:7]=2)[CH:13]=[CH:12][CH:11]=1. The yield is 0.900. (3) The reactants are [CH2:1]([O:3][C:4]([C:6]1[C:7]([CH3:22])=[C:8](C(OC(C)(C)C)=O)[NH:9][C:10]=1[CH2:11][C:12]([OH:14])=[O:13])=[O:5])[CH3:2].FC(F)(F)C(O)=O.C(=O)=O.C(O)C.[OH-].[Na+]. The catalyst is ClCCl. The product is [CH2:1]([O:3][C:4]([C:6]1[C:7]([CH3:22])=[CH:8][NH:9][C:10]=1[CH2:11][C:12]([OH:14])=[O:13])=[O:5])[CH3:2]. The yield is 0.857. (4) The reactants are CCN(C(C)C)C(C)C.[CH3:22][C:21]([O:20][C:18](O[C:18]([O:20][C:21]([CH3:24])([CH3:23])[CH3:22])=[O:19])=[O:19])([CH3:24])[CH3:23].[C:25]([SiH2:29][O:30][C:31]([CH3:46])([CH3:45])[C:32]1[CH:33]=[C:34]([CH2:39][CH2:40][NH:41][CH:42]2[CH2:44][CH2:43]2)[CH:35]=[CH:36][C:37]=1[Cl:38])([CH3:28])([CH3:27])[CH3:26]. The catalyst is C(Cl)Cl. The product is [C:21]([O:20][C:18](=[O:19])[N:41]([CH2:40][CH2:39][C:34]1[CH:35]=[CH:36][C:37]([Cl:38])=[C:32]([C:31]([CH3:46])([CH3:45])[O:30][SiH2:29][C:25]([CH3:28])([CH3:27])[CH3:26])[CH:33]=1)[CH:42]1[CH2:43][CH2:44]1)([CH3:22])([CH3:23])[CH3:24]. The yield is 0.960. (5) The reactants are [Cl:1][C:2]1[N:7]=[N:6][C:5]([NH2:8])=[CH:4][CH:3]=1.Br[CH2:10][C:11]([C:13]1[CH:18]=[CH:17][C:16]([CH3:19])=[C:15]([N+:20]([O-:22])=[O:21])[CH:14]=1)=O. The catalyst is C(#N)C.O. The product is [Cl:1][C:2]1[CH:3]=[CH:4][C:5]2=[N:8][C:11]([C:13]3[CH:18]=[CH:17][C:16]([CH3:19])=[C:15]([N+:20]([O-:22])=[O:21])[CH:14]=3)=[CH:10][N:6]2[N:7]=1. The yield is 0.880. (6) The reactants are [CH3:1][O:2][C:3]([C:5]1[CH:9]=[CH:8][S:7][C:6]=1C1C=CC(OC(=S)N(C)C)=CC=1)=[O:4].C1(OC2C=CC=CC=2)C=CC=CC=1. No catalyst specified. The product is [CH3:1][O:2][C:3]([C:5]1[CH:9]=[CH:8][S:7][CH:6]=1)=[O:4]. The yield is 0.910.